Dataset: Peptide-MHC class I binding affinity with 185,985 pairs from IEDB/IMGT. Task: Regression. Given a peptide amino acid sequence and an MHC pseudo amino acid sequence, predict their binding affinity value. This is MHC class I binding data. (1) The peptide sequence is IIMFDAEKL. The MHC is HLA-A03:01 with pseudo-sequence HLA-A03:01. The binding affinity (normalized) is 0.0847. (2) The peptide sequence is GRGQILLGK. The MHC is HLA-B08:01 with pseudo-sequence HLA-B08:01. The binding affinity (normalized) is 0.0847.